This data is from Forward reaction prediction with 1.9M reactions from USPTO patents (1976-2016). The task is: Predict the product of the given reaction. (1) Given the reactants [C:1]1([Li])C=CC=CC=1.[I-].C[P+](C1C=CC=CC=1)(C1C=CC=CC=1)C1C=CC=CC=1.[CH2:29]([O:31][C:32](=[O:54])[C:33]([CH3:53])([CH3:52])[CH2:34][CH2:35][CH2:36][CH2:37][C:38](=O)[CH2:39][CH2:40][CH2:41][CH2:42][C:43]([CH3:50])([CH3:49])[C:44]([O:46][CH2:47][CH3:48])=[O:45])[CH3:30], predict the reaction product. The product is: [CH2:29]([O:31][C:32](=[O:54])[C:33]([CH3:53])([CH3:52])[CH2:34][CH2:35][CH2:36][CH2:37][C:38](=[CH2:1])[CH2:39][CH2:40][CH2:41][CH2:42][C:43]([CH3:50])([CH3:49])[C:44]([O:46][CH2:47][CH3:48])=[O:45])[CH3:30]. (2) The product is: [CH3:21][O:22][C:23]([C@@H:25]([N:33]1[CH2:38][C:37]2[CH:39]=[CH:40][S:41][C:36]=2[CH2:35][CH2:34]1)[C:26]1[CH:27]=[CH:28][CH:29]=[CH:30][C:31]=1[Cl:32])=[O:24]. Given the reactants C(=O)([O-])O.[Na+].CC1(C)[C@@]2(CS(O)(=O)=O)C(C[C@@H]1CC2)=O.[CH3:21][O:22][C:23]([C@@H:25]([N:33]1[CH2:38][C:37]2[CH:39]=[CH:40][S:41][C:36]=2[CH2:35][CH2:34]1)[C:26]1[C:31]([Cl:32])=[CH:30][CH:29]=[CH:28][CH:27]=1)=[O:24], predict the reaction product. (3) Given the reactants [CH:1]1([NH:4][C:5]2[C:10]([C:11]#[N:12])=[CH:9][N:8]=[CH:7][CH:6]=2)[CH2:3][CH2:2]1.Br[CH2:14][C:15]([O:17][CH3:18])=[O:16].[H-].[Na+].[H][H], predict the reaction product. The product is: [CH3:18][O:17][C:15]([C:14]1[N:4]([CH:1]2[CH2:2][CH2:3]2)[C:5]2[CH:6]=[CH:7][N:8]=[CH:9][C:10]=2[C:11]=1[NH2:12])=[O:16]. (4) Given the reactants [CH:1]([C:3]1[C:8](I)=[CH:7][CH:6]=[CH:5][C:4]=1[N:10]1[CH:14]=[C:13]([C:15]#[N:16])[C:12]([I:17])=[N:11]1)=[O:2].[C:18]([C:22]1[CH:23]=[C:24]2[C:29](=[C:30]([F:32])[CH:31]=1)[C:28](=[O:33])[NH:27][N:26]=[CH:25]2)([CH3:21])([CH3:20])[CH3:19].C(=O)(O)[O-].[Na+], predict the reaction product. The product is: [C:18]([C:22]1[CH:23]=[C:24]2[C:29](=[C:30]([F:32])[CH:31]=1)[C:28](=[O:33])[N:27]([C:8]1[C:3]([CH:1]=[O:2])=[C:4]([N:10]3[CH:14]=[C:13]([C:15]#[N:16])[C:12]([I:17])=[N:11]3)[CH:5]=[CH:6][CH:7]=1)[N:26]=[CH:25]2)([CH3:21])([CH3:19])[CH3:20].